The task is: Predict the reactants needed to synthesize the given product.. This data is from Full USPTO retrosynthesis dataset with 1.9M reactions from patents (1976-2016). (1) Given the product [NH:23]([C:20](=[O:22])[CH2:19][CH2:18][C:15]1[CH:14]=[CH:13][C:12]([O:11][C:9]2[CH:8]=[CH:7][N:6]=[C:5]([C:3]([NH:2][CH3:1])=[O:4])[CH:10]=2)=[CH:17][CH:16]=1)[C:24]1[CH:29]=[CH:28][CH:27]=[CH:26][CH:25]=1, predict the reactants needed to synthesize it. The reactants are: [CH3:1][NH:2][C:3]([C:5]1[CH:10]=[C:9]([O:11][C:12]2[CH:17]=[CH:16][C:15]([CH2:18][CH2:19][C:20]([OH:22])=O)=[CH:14][CH:13]=2)[CH:8]=[CH:7][N:6]=1)=[O:4].[NH2:23][C:24]1[CH:29]=[CH:28][CH:27]=[CH:26][CH:25]=1.CN(C(ON1N=NC2C=CC=CC1=2)=[N+](C)C)C.[B-](F)(F)(F)F.CCN(C(C)C)C(C)C. (2) Given the product [I-:20].[Br:17][C:14]1[CH:15]=[CH:16][C:11]([CH2:10][CH:5]2[CH2:6][CH2:7][CH2:8][CH2:9][C:4]2=[N:3][N+:2]([CH3:19])([CH3:1])[CH3:18])=[CH:12][CH:13]=1, predict the reactants needed to synthesize it. The reactants are: [CH3:1][N:2]([CH3:18])[N:3]=[C:4]1[CH2:9][CH2:8][CH2:7][CH2:6][CH:5]1[CH2:10][C:11]1[CH:16]=[CH:15][C:14]([Br:17])=[CH:13][CH:12]=1.[CH3:19][I:20]. (3) The reactants are: [CH:1]1([CH2:4][O:5][C:6]2[CH:7]=[C:8]([CH:13]=[CH:14][C:15]=2[N:16]([CH2:21][CH2:22]O)[S:17]([CH3:20])(=[O:19])=[O:18])[C:9]([O:11][CH3:12])=[O:10])[CH2:3][CH2:2]1.C(Br)(Br)(Br)[Br:25].C1(P(C2C=CC=CC=2)C2C=CC=CC=2)C=CC=CC=1. Given the product [Br:25][CH2:22][CH2:21][N:16]([C:15]1[CH:14]=[CH:13][C:8]([C:9]([O:11][CH3:12])=[O:10])=[CH:7][C:6]=1[O:5][CH2:4][CH:1]1[CH2:3][CH2:2]1)[S:17]([CH3:20])(=[O:19])=[O:18], predict the reactants needed to synthesize it. (4) Given the product [CH2:31]([N:28]1[CH2:29][CH2:30][CH:25]([C:23]([NH:22][C:19]2[CH:20]=[CH:21][C:16]([CH2:15][NH:14][C:5]3[C:4]4[C:9](=[CH:10][CH:11]=[C:2]([CH3:1])[CH:3]=4)[N:8]=[C:7]([Cl:12])[N:6]=3)=[CH:17][CH:18]=2)=[O:24])[CH2:26][CH2:27]1)[C:32]1[CH:37]=[CH:36][CH:35]=[CH:34][CH:33]=1, predict the reactants needed to synthesize it. The reactants are: [CH3:1][C:2]1[CH:3]=[C:4]2[C:9](=[CH:10][CH:11]=1)[N:8]=[C:7]([Cl:12])[N:6]=[C:5]2Cl.[NH2:14][CH2:15][C:16]1[CH:21]=[CH:20][C:19]([NH:22][C:23]([CH:25]2[CH2:30][CH2:29][N:28]([CH2:31][C:32]3[CH:37]=[CH:36][CH:35]=[CH:34][CH:33]=3)[CH2:27][CH2:26]2)=[O:24])=[CH:18][CH:17]=1. (5) Given the product [Cl:1][C:2]1[CH:7]=[CH:6][CH:5]=[CH:4][C:3]=1[CH2:8][CH2:9][C@@H:10]1[CH2:14][CH2:13][CH2:12][N:11]1[C:15]1[N:23]=[CH:22][N:21]=[C:20]2[C:16]=1[N:17]=[CH:18][NH:19]2, predict the reactants needed to synthesize it. The reactants are: [Cl:1][C:2]1[CH:7]=[CH:6][CH:5]=[CH:4][C:3]=1[CH2:8][CH2:9][CH:10]1[CH2:14][CH2:13][CH2:12][N:11]1[C:15]1[N:23]=[CH:22][N:21]=[C:20]2[C:16]=1[N:17]=[CH:18][NH:19]2.C(NCC)C.